Dataset: Peptide-MHC class II binding affinity with 134,281 pairs from IEDB. Task: Regression. Given a peptide amino acid sequence and an MHC pseudo amino acid sequence, predict their binding affinity value. This is MHC class II binding data. The peptide sequence is YDKFLANVSTVLTHK. The MHC is DRB1_0101 with pseudo-sequence DRB1_0101. The binding affinity (normalized) is 0.844.